This data is from Forward reaction prediction with 1.9M reactions from USPTO patents (1976-2016). The task is: Predict the product of the given reaction. (1) The product is: [CH3:4][N:5]([CH3:21])[C:6]1([C:13]2[CH:18]=[CH:17][C:16]([O:19][CH3:20])=[CH:15][CH:14]=2)[CH2:11][CH2:10][C:9]([NH:23][CH3:22])([C:1]#[N:2])[CH2:8][CH2:7]1. Given the reactants [CH3:1][NH2:2].Cl.[CH3:4][N:5]([CH3:21])[C:6]1([C:13]2[CH:18]=[CH:17][C:16]([O:19][CH3:20])=[CH:15][CH:14]=2)[CH2:11][CH2:10][C:9](=O)[CH2:8][CH2:7]1.[C-:22]#[N:23].[K+], predict the reaction product. (2) Given the reactants [I:1][C:2]1[N:11]=[CH:10][C:9]2[CH2:8][CH2:7][C:6]3[C:12]([C:16]([O-:18])=O)=[N:13][N:14]([CH3:15])[C:5]=3[C:4]=2[N:3]=1.[K+].[N:20]1(C([O-])=O)C2C=CC=CC=2N=N1.[NH4+], predict the reaction product. The product is: [I:1][C:2]1[N:11]=[CH:10][C:9]2[CH2:8][CH2:7][C:6]3[C:12]([C:16]([NH2:20])=[O:18])=[N:13][N:14]([CH3:15])[C:5]=3[C:4]=2[N:3]=1.